From a dataset of Full USPTO retrosynthesis dataset with 1.9M reactions from patents (1976-2016). Predict the reactants needed to synthesize the given product. (1) Given the product [CH3:1][O:2][CH2:3][C@H:4]([CH3:36])[O:5][C:6]1[CH:7]=[C:8]([C:23]2[NH:27][C:26]([C:28]3[S:29][C:30]([C:33]([N:39]([CH3:40])[CH3:38])=[O:34])=[CH:31][N:32]=3)=[CH:25][CH:24]=2)[CH:9]=[C:10]([O:12][C:13]2[CH:14]=[CH:15][C:16]([S:19]([CH3:22])(=[O:21])=[O:20])=[CH:17][CH:18]=2)[CH:11]=1, predict the reactants needed to synthesize it. The reactants are: [CH3:1][O:2][CH2:3][C@H:4]([CH3:36])[O:5][C:6]1[CH:7]=[C:8]([C:23]2[NH:27][C:26]([C:28]3[S:29][C:30]([C:33](O)=[O:34])=[CH:31][N:32]=3)=[CH:25][CH:24]=2)[CH:9]=[C:10]([O:12][C:13]2[CH:18]=[CH:17][C:16]([S:19]([CH3:22])(=[O:21])=[O:20])=[CH:15][CH:14]=2)[CH:11]=1.Cl.[CH3:38][NH:39][CH3:40].CN(C(ON1N=NC2C=CC=NC1=2)=[N+](C)C)C.F[P-](F)(F)(F)(F)F.C(N(CC)C(C)C)(C)C. (2) Given the product [CH3:1][C:2]1[C:6]([CH2:7][N:8]2[CH:12]=[C:11]([N:13]3[C:14](=[O:25])[N:15]([CH3:24])[NH:16][C:17]3=[O:18])[CH:10]=[N:9]2)=[C:5]([CH3:26])[O:4][N:3]=1, predict the reactants needed to synthesize it. The reactants are: [CH3:1][C:2]1[C:6]([CH2:7][N:8]2[CH:12]=[C:11]([N:13]3[C:17](=[O:18])[N:16](C(OCC)=O)[N:15]([CH3:24])[C:14]3=[O:25])[CH:10]=[N:9]2)=[C:5]([CH3:26])[O:4][N:3]=1.CN(C=O)C.C(#N)C.CO.Cl. (3) Given the product [OH:13][C@@:11]([C@H:14]1[CH2:18][N:17]([C@H:19]([C:21]2[CH:22]=[CH:23][C:24]([O:27][CH3:28])=[CH:25][CH:26]=2)[CH3:20])[C:16](=[O:29])[CH2:15]1)([C:2]1[S:1][CH:5]=[CH:4][N:3]=1)[CH3:12].[OH:13][C@:11]([C@H:14]1[CH2:18][N:17]([C@H:19]([C:21]2[CH:22]=[CH:23][C:24]([O:27][CH3:28])=[CH:25][CH:26]=2)[CH3:20])[C:16](=[O:29])[CH2:15]1)([C:2]1[S:1][CH:5]=[CH:4][N:3]=1)[CH3:12], predict the reactants needed to synthesize it. The reactants are: [S:1]1[CH:5]=[CH:4][N:3]=[CH:2]1.[Li]CCCC.[C:11]([C@H:14]1[CH2:18][N:17]([C@H:19]([C:21]2[CH:26]=[CH:25][C:24]([O:27][CH3:28])=[CH:23][CH:22]=2)[CH3:20])[C:16](=[O:29])[CH2:15]1)(=[O:13])[CH3:12]. (4) Given the product [Cl:8][C:4]1[N:3]=[C:2]([N:12]2[CH2:11][CH2:10][N:9]([C:15]([O:17][C:18]([CH3:21])([CH3:20])[CH3:19])=[O:16])[CH2:14][CH2:13]2)[CH:7]=[N:6][CH:5]=1, predict the reactants needed to synthesize it. The reactants are: Cl[C:2]1[CH:7]=[N:6][CH:5]=[C:4]([Cl:8])[N:3]=1.[N:9]1([C:15]([O:17][C:18]([CH3:21])([CH3:20])[CH3:19])=[O:16])[CH2:14][CH2:13][NH:12][CH2:11][CH2:10]1.C1(P(C2C=CC=CC=2)C2C3OC4C(=CC=CC=4P(C4C=CC=CC=4)C4C=CC=CC=4)C(C)(C)C=3C=CC=2)C=CC=CC=1.CC(C)([O-])C.[Na+]. (5) Given the product [CH2:28]([O:35][C:36]([N:38]1[CH2:46][CH2:45][CH:41]([C:42]([O:10][CH:9]([C:1]2[CH:2]=[CH:3][C:4]([O:5][CH3:6])=[CH:7][CH:8]=2)[C:11]([C:13]2[CH:14]=[CH:15][C:16]([O:17][CH3:18])=[CH:19][CH:20]=2)=[O:12])=[O:43])[CH2:40][CH2:39]1)=[O:37])[C:29]1[CH:34]=[CH:33][CH:32]=[CH:31][CH:30]=1, predict the reactants needed to synthesize it. The reactants are: [C:1]1([C:9]([CH:11]([C:13]2[CH:20]=[CH:19][C:16]([O:17][CH3:18])=[CH:15][CH:14]=2)[OH:12])=[O:10])[CH:8]=[CH:7][C:4]([O:5][CH3:6])=[CH:3][CH:2]=1.C(N(CC)CC)C.[CH2:28]([O:35][C:36]([N:38]1[CH2:46][CH2:45][CH:41]([C:42](Cl)=[O:43])[CH2:40][CH2:39]1)=[O:37])[C:29]1[CH:34]=[CH:33][CH:32]=[CH:31][CH:30]=1.Cl.